This data is from Forward reaction prediction with 1.9M reactions from USPTO patents (1976-2016). The task is: Predict the product of the given reaction. (1) Given the reactants Br[C:2]1[C:3]2[C:8]([C:9](Br)=[C:10]3[C:15]=1[CH:14]=[CH:13][CH:12]=[CH:11]3)=[CH:7][CH:6]=[CH:5][CH:4]=2.P([O-])([O-])([O-])=O.[K+].[K+].[K+].CN([CH:28]=[O:29])C.Cl.[OH2:31], predict the reaction product. The product is: [OH:31][C:3]1[CH:8]=[CH:7][C:6]([C:2]2[C:3]3[C:8]([C:9]([C:10]4[CH:15]=[CH:2][C:28]([OH:29])=[CH:12][CH:11]=4)=[C:10]4[C:15]=2[CH:14]=[CH:13][CH:12]=[CH:11]4)=[CH:7][CH:6]=[CH:5][CH:4]=3)=[CH:5][CH:4]=1. (2) Given the reactants C[O:2][C:3]([C:5]1([C:9]2[CH:14]=[CH:13][C:12]([NH:15][C:16]3[N:21]=[C:20]([N:22]([C:24]([CH3:27])([CH3:26])[CH3:25])[CH3:23])[CH:19]=[C:18]([C:28]4[CH:33]=[CH:32][CH:31]=[CH:30][CH:29]=4)[N:17]=3)=[CH:11][CH:10]=2)[CH2:8][CH2:7][CH2:6]1)=[O:4].C1COCC1.[OH-].[Na+], predict the reaction product. The product is: [C:24]([N:22]([CH3:23])[C:20]1[CH:19]=[C:18]([C:28]2[CH:29]=[CH:30][CH:31]=[CH:32][CH:33]=2)[N:17]=[C:16]([NH:15][C:12]2[CH:11]=[CH:10][C:9]([C:5]3([C:3]([OH:4])=[O:2])[CH2:8][CH2:7][CH2:6]3)=[CH:14][CH:13]=2)[N:21]=1)([CH3:27])([CH3:26])[CH3:25]. (3) Given the reactants [NH2:1][C:2]1[CH:7]=[CH:6][N:5]=[N:4][CH:3]=1.CC#N.N1C=CC=CC=1.[C:17]1([O:23][C:24](Cl)=[O:25])[CH:22]=[CH:21][CH:20]=[CH:19][CH:18]=1, predict the reaction product. The product is: [N:5]1[CH:6]=[CH:7][C:2]([NH:1][C:24](=[O:25])[O:23][C:17]2[CH:22]=[CH:21][CH:20]=[CH:19][CH:18]=2)=[CH:3][N:4]=1. (4) Given the reactants [C:1]([C:4]1[CH:9]=[CH:8][CH:7]=[CH:6][CH:5]=1)(=O)[CH3:2].[Li+].C[Si]([N-][Si](C)(C)C)(C)C.[C:20]([CH2:22][CH2:23][C:24](Cl)=O)#[N:21].O.[NH2:28][NH2:29], predict the reaction product. The product is: [C:4]1([C:1]2[CH:2]=[C:24]([CH2:23][CH2:22][C:20]#[N:21])[NH:29][N:28]=2)[CH:9]=[CH:8][CH:7]=[CH:6][CH:5]=1. (5) Given the reactants [CH3:1][O:2][C:3]1[CH:15]=[C:14]([O:16][CH3:17])[CH:13]=[CH:12][C:4]=1[CH2:5][NH:6][C:7]1[S:11][N:10]=[CH:9][N:8]=1.[Li+].C[Si]([N-][Si](C)(C)C)(C)C.Cl[S:29]([C:32]1[CH:33]=[C:34]2[C:38](=[CH:39][C:40]=1[F:41])[N:37](CC1C=CC=C3C=1CN(C(OC(C)(C)C)=O)CC3)[N:36]=[CH:35]2)(=[O:31])=[O:30], predict the reaction product. The product is: [CH3:1][O:2][C:3]1[CH:15]=[C:14]([O:16][CH3:17])[CH:13]=[CH:12][C:4]=1[CH2:5][N:6]([C:7]1[S:11][N:10]=[CH:9][N:8]=1)[S:29]([C:32]1[CH:33]=[C:34]2[C:38](=[CH:39][C:40]=1[F:41])[NH:37][N:36]=[CH:35]2)(=[O:30])=[O:31]. (6) Given the reactants [Br:1][C:2]1[C:3]([N:12]2[CH2:17][CH2:16][N:15]([CH2:18][C:19]3[N:20]=[CH:21][S:22][CH:23]=3)[CH2:14][CH2:13]2)=[C:4]([N+:9]([O-])=O)[C:5]([NH2:8])=[N:6][CH:7]=1.CCO.[C:27]([O:31][C:32]([N:34]1[CH2:39][CH2:38][N:37]([CH2:40][C:41]2[CH:46]=[CH:45][C:44]([CH:47]=O)=[CH:43][CH:42]=2)[CH2:36][CH2:35]1)=[O:33])([CH3:30])([CH3:29])[CH3:28].[O-]S(S([O-])=O)=O.[Na+].[Na+], predict the reaction product. The product is: [Br:1][C:2]1[C:3]([N:12]2[CH2:17][CH2:16][N:15]([CH2:18][C:19]3[N:20]=[CH:21][S:22][CH:23]=3)[CH2:14][CH2:13]2)=[C:4]2[N:9]=[C:47]([C:44]3[CH:43]=[CH:42][C:41]([CH2:40][N:37]4[CH2:36][CH2:35][N:34]([C:32]([O:31][C:27]([CH3:28])([CH3:30])[CH3:29])=[O:33])[CH2:39][CH2:38]4)=[CH:46][CH:45]=3)[NH:8][C:5]2=[N:6][CH:7]=1. (7) Given the reactants [NH2:1][C:2]1[N:6]([C:7]2C(Cl)=C[C:10]([C:14]([F:17])([F:16])[F:15])=[CH:9][C:8]=2[Cl:18])[N:5]=[C:4]([C:19]#[N:20])[C:3]=1[S:21][C:22]([F:25])([F:24])[F:23].C(O)C.CC(C)([O-])C.[Na+].CCCCCCC.[C:42]([O:45][CH2:46][CH3:47])(=O)[CH3:43], predict the reaction product. The product is: [NH2:1][C:2]1[N:6]([C:7]2[C:42]([O:45][CH2:46][CH3:47])=[CH:43][C:10]([C:14]([F:15])([F:16])[F:17])=[CH:9][C:8]=2[Cl:18])[N:5]=[C:4]([C:19]#[N:20])[C:3]=1[S:21][C:22]([F:25])([F:24])[F:23].